Predict the reactants needed to synthesize the given product. From a dataset of Full USPTO retrosynthesis dataset with 1.9M reactions from patents (1976-2016). (1) The reactants are: [Br:1][C:2]1[N:6]2[CH:7]=[C:8]([C:18]3[CH:23]=[CH:22][C:21]([Cl:24])=[CH:20][C:19]=3[Cl:25])[C:9]([C:16]#[N:17])=[C:10]([O:11][CH2:12][CH:13]([CH3:15])[CH3:14])[C:5]2=[N:4][CH:3]=1.B.C1COCC1.Cl. Given the product [Br:1][C:2]1[N:6]2[CH:7]=[C:8]([C:18]3[CH:23]=[CH:22][C:21]([Cl:24])=[CH:20][C:19]=3[Cl:25])[C:9]([CH2:16][NH2:17])=[C:10]([O:11][CH2:12][CH:13]([CH3:14])[CH3:15])[C:5]2=[N:4][CH:3]=1, predict the reactants needed to synthesize it. (2) Given the product [CH2:63]([O:65][C:66]([C:68]1[CH:73]=[CH:72][C:71]([C:74]2[CH:79]=[CH:78][C:77]([CH2:10][CH2:11][CH2:12][CH2:13][CH2:14][CH2:15][CH2:16][CH2:17][CH3:18])=[CH:76][CH:75]=2)=[CH:70][CH:69]=1)=[O:67])[CH3:64], predict the reactants needed to synthesize it. The reactants are: BrCCBr.C[Si](Cl)(C)C.[CH2:10](I)[CH2:11][CH2:12][CH2:13][CH2:14][CH2:15][CH2:16][CH2:17][CH3:18].C1(P(C2CCCCC2)C2C=CC=CC=2C2C=CC=CC=2)CCCCC1.[F-].C([N+](CCCC)(CCCC)CCCC)CCC.[CH2:63]([O:65][C:66]([C:68]1[CH:73]=[CH:72][C:71]([C:74]2[CH:79]=[CH:78][C:77](OS(C(F)(F)F)(=O)=O)=[CH:76][CH:75]=2)=[CH:70][CH:69]=1)=[O:67])[CH3:64]. (3) Given the product [C:16]([C:12]1[CH:11]=[C:10]([CH2:9][C:8]([N:5]2[CH2:6][CH2:7][N:2]([CH3:1])[CH2:3][CH2:4]2)=[O:22])[CH:15]=[CH:14][CH:13]=1)#[CH:17], predict the reactants needed to synthesize it. The reactants are: [CH3:1][N:2]1[CH2:7][CH2:6][N:5]([C:8](=[O:22])[CH2:9][C:10]2[CH:15]=[CH:14][CH:13]=[C:12]([C:16]#[C:17][Si](C)(C)C)[CH:11]=2)[CH2:4][CH2:3]1. (4) The reactants are: [CH2:1]([O:5][C:6]1[C:15]2[C:10](=[CH:11][C:12]([F:16])=[CH:13][CH:14]=2)[C:9](=[O:17])[N:8]([CH2:18][C:19]([CH3:22])([CH3:21])[CH3:20])[C:7]=1[C:23]([O-:25])=[O:24])[CH2:2][CH2:3][CH3:4].[OH-].[Na+].O.Cl. Given the product [CH2:1]([O:5][C:6]1[C:15]2[C:10](=[CH:11][C:12]([F:16])=[CH:13][CH:14]=2)[C:9](=[O:17])[N:8]([CH2:18][C:19]([CH3:21])([CH3:20])[CH3:22])[C:7]=1[C:23]([OH:25])=[O:24])[CH2:2][CH2:3][CH3:4], predict the reactants needed to synthesize it. (5) Given the product [CH3:1][C:2]1[CH:7]=[C:6]([C@@H:8]([NH2:10])[CH3:9])[N:5]=[CH:4][C:3]=1[C:18]1[CH:23]=[CH:22][N:21]=[C:20]([C:24]([F:26])([F:27])[F:25])[CH:19]=1, predict the reactants needed to synthesize it. The reactants are: [CH3:1][C:2]1[CH:7]=[C:6]([C@@H:8]([NH:10]C(=O)OC(C)(C)C)[CH3:9])[N:5]=[CH:4][C:3]=1[C:18]1[CH:23]=[CH:22][N:21]=[C:20]([C:24]([F:27])([F:26])[F:25])[CH:19]=1.FC(F)(F)C(O)=O. (6) Given the product [F:27][C:28]1[CH:35]=[CH:34][C:31]([CH2:32][NH:33][C:2]2[N:10]=[CH:9][N:8]=[C:7]3[C:3]=2[N:4]=[CH:5][N:6]3[C@@H:11]2[O:12][C@H:13]([CH2:21][NH:22][S:23]([NH2:26])(=[O:24])=[O:25])[C@@H:14]([OH:18])[C@H:15]2[OH:16])=[CH:30][CH:29]=1, predict the reactants needed to synthesize it. The reactants are: Cl[C:2]1[N:10]=[CH:9][N:8]=[C:7]2[C:3]=1[N:4]=[CH:5][N:6]2[C@H:11]1[C@@H:15]2[O:16]C(C)(C)[O:18][C@@H:14]2[C@@H:13]([CH2:21][NH:22][S:23]([NH2:26])(=[O:25])=[O:24])[O:12]1.[F:27][C:28]1[CH:35]=[CH:34][C:31]([CH2:32][NH2:33])=[CH:30][CH:29]=1.CCN(C(C)C)C(C)C. (7) Given the product [CH2:13]([C:12]([C:17]1[S:21][C:20]2[CH:22]=[C:23]([C:26]([NH:28][CH2:29][C:30]([OH:32])=[O:31])=[O:27])[CH:24]=[CH:25][C:19]=2[CH:18]=1)([C:9]1[CH:10]=[CH:11][C:6]([O:5][CH2:4][CH:3]([OH:34])[C:2]([CH3:35])([CH3:36])[CH3:1])=[C:7]([CH3:33])[CH:8]=1)[CH2:15][CH3:16])[CH3:14], predict the reactants needed to synthesize it. The reactants are: [CH3:1][C:2]([CH3:36])([CH3:35])[C:3](=[O:34])[CH2:4][O:5][C:6]1[CH:11]=[CH:10][C:9]([C:12]([C:17]2[S:21][C:20]3[CH:22]=[C:23]([C:26]([NH:28][CH2:29][C:30]([OH:32])=[O:31])=[O:27])[CH:24]=[CH:25][C:19]=3[CH:18]=2)([CH2:15][CH3:16])[CH2:13][CH3:14])=[CH:8][C:7]=1[CH3:33].[BH4-].[Na+]. (8) Given the product [CH3:10][C:7]1([CH3:11])[C:6]2[CH:12]=[C:2]([B:27]([OH:30])[OH:28])[CH:3]=[C:4]([C:13]([CH3:16])([CH3:15])[CH3:14])[C:5]=2[O:9][CH2:8]1, predict the reactants needed to synthesize it. The reactants are: Br[C:2]1[CH:3]=[C:4]([C:13]([CH3:16])([CH3:15])[CH3:14])[C:5]2[O:9][CH2:8][C:7]([CH3:11])([CH3:10])[C:6]=2[CH:12]=1.C([Li])(C)(C)C.CCCCC.[B:27](OC)([O:30]C)[O:28]C.